Regression/Classification. Given a drug SMILES string, predict its absorption, distribution, metabolism, or excretion properties. Task type varies by dataset: regression for continuous measurements (e.g., permeability, clearance, half-life) or binary classification for categorical outcomes (e.g., BBB penetration, CYP inhibition). For this dataset (vdss_lombardo), we predict log10(VDss) (log10 of volume of distribution in L/kg). From a dataset of Volume of distribution at steady state (VDss) regression data from Lombardo et al.. (1) The molecule is CCC(=O)NCCC1CCc2ccc3c(c21)CCO3. The log10(VDss) is 0.0200. (2) The drug is CCC(=O)C(CC(C)[NH+](C)C)(c1ccccc1)c1ccccc1. The log10(VDss) is 0.640. (3) The molecule is CC1(Cn2ccnn2)C(C(=O)[O-])N2C(=O)CC2S1(=O)=O. The log10(VDss) is -0.590. (4) The molecule is CC(=O)NC(Cc1ccc2ccccc2c1)C(=O)NC(Cc1ccc(Cl)cc1)C(=O)NC(Cc1cccnc1)C(=O)NC(CO)C(=O)NC(Cc1ccc(O)cc1)C(=O)NC(CCCNC(N)=O)C(=O)NC(CC(C)C)C(=O)NC(CCCNC(N)=[NH2+])C(=O)N1CCCC1C(=O)NC(C)C(N)=O. The log10(VDss) is -0.410. (5) The molecule is CCNC(=O)CCC/C=C/CC1C(O)CC(O)C1/C=C/C(O)CCc1ccccc1. The log10(VDss) is -0.170. (6) The compound is O=C(NCC[NH2+]CC(O)COc1ccc(O)cc1)N1CCOCC1. The log10(VDss) is -0.190. (7) The compound is O=C1C([O-])=C(C2CCC(c3ccc(Cl)cc3)CC2)C(=O)c2ccccc21. The log10(VDss) is -0.220.